Dataset: Catalyst prediction with 721,799 reactions and 888 catalyst types from USPTO. Task: Predict which catalyst facilitates the given reaction. (1) Reactant: [CH3:1][NH:2][S:3]([C:6]1[CH:11]=[CH:10][CH:9]=[C:8]([N+:12]([O-])=O)[CH:7]=1)(=[O:5])=[O:4]. Product: [NH2:12][C:8]1[CH:7]=[C:6]([S:3]([NH:2][CH3:1])(=[O:5])=[O:4])[CH:11]=[CH:10][CH:9]=1. The catalyst class is: 78. (2) Reactant: O[C@@H:2]([C:5]1[CH:6]=[C:7]([CH:10]=[C:11]([F:13])[CH:12]=1)[C:8]#[N:9])[CH2:3][OH:4].CC(OC)(OC)OC.C[Si](Cl)(C)C.C(=O)([O-])[O-].[K+].[K+]. Product: [F:13][C:11]1[CH:10]=[C:7]([CH:6]=[C:5]([C@H:2]2[CH2:3][O:4]2)[CH:12]=1)[C:8]#[N:9]. The catalyst class is: 4. (3) Reactant: [NH2:1][N:2]1[CH:6]=[CH:5][C:4]([C:7]2[CH:12]=[CH:11][CH:10]=[CH:9][CH:8]=2)=[C:3]1[C:13]([O:15][CH3:16])=[O:14].CN(C(ON1N=NC2C=CC=NC1=2)=[N+](C)C)C.F[P-](F)(F)(F)(F)F.[S:41]([C:45]1[CH:46]=[N:47][CH:48]=[C:49]([CH:53]=1)[C:50](O)=[O:51])(=[O:44])(=[O:43])[NH2:42]. Product: [C:7]1([C:4]2[CH:5]=[CH:6][N:2]([NH:1][C:50](=[O:51])[C:49]3[CH:53]=[C:45]([S:41](=[O:43])(=[O:44])[NH2:42])[CH:46]=[N:47][CH:48]=3)[C:3]=2[C:13]([O:15][CH3:16])=[O:14])[CH:12]=[CH:11][CH:10]=[CH:9][CH:8]=1. The catalyst class is: 239. (4) Reactant: [Cl:1][C:2]1[CH:9]=[CH:8][C:5]([CH:6]=O)=[CH:4][C:3]=1[N+:10]([O-:12])=[O:11].[NH:13]1[CH2:18][CH2:17][CH2:16][CH2:15][CH2:14]1.C(O[BH-](OC(=O)C)OC(=O)C)(=O)C.[Na+].[OH-].[Na+]. Product: [Cl:1][C:2]1[CH:9]=[CH:8][C:5]([CH2:6][N:13]2[CH2:18][CH2:17][CH2:16][CH2:15][CH2:14]2)=[CH:4][C:3]=1[N+:10]([O-:12])=[O:11]. The catalyst class is: 506.